From a dataset of NCI-60 drug combinations with 297,098 pairs across 59 cell lines. Regression. Given two drug SMILES strings and cell line genomic features, predict the synergy score measuring deviation from expected non-interaction effect. (1) Drug 1: CN(C)C1=NC(=NC(=N1)N(C)C)N(C)C. Drug 2: C1=CC(=CC=C1CC(C(=O)O)N)N(CCCl)CCCl.Cl. Cell line: MDA-MB-231. Synergy scores: CSS=18.0, Synergy_ZIP=4.16, Synergy_Bliss=13.1, Synergy_Loewe=-2.97, Synergy_HSA=9.56. (2) Drug 1: CN1C(=O)N2C=NC(=C2N=N1)C(=O)N. Drug 2: C1CCC(C(C1)N)N.C(=O)(C(=O)[O-])[O-].[Pt+4]. Cell line: K-562. Synergy scores: CSS=32.1, Synergy_ZIP=-3.66, Synergy_Bliss=-4.03, Synergy_Loewe=-8.50, Synergy_HSA=-0.133. (3) Drug 1: C1C(C(OC1N2C=C(C(=O)NC2=O)F)CO)O. Drug 2: C1=CN(C(=O)N=C1N)C2C(C(C(O2)CO)O)O.Cl. Cell line: SF-268. Synergy scores: CSS=32.4, Synergy_ZIP=-1.57, Synergy_Bliss=-3.17, Synergy_Loewe=-23.3, Synergy_HSA=-0.229. (4) Drug 1: C1CN(CCN1C(=O)CCBr)C(=O)CCBr. Drug 2: N.N.Cl[Pt+2]Cl. Cell line: SF-268. Synergy scores: CSS=48.0, Synergy_ZIP=-1.59, Synergy_Bliss=-1.70, Synergy_Loewe=-13.1, Synergy_HSA=2.34. (5) Drug 1: CC1=C2C(C(=O)C3(C(CC4C(C3C(C(C2(C)C)(CC1OC(=O)C(C(C5=CC=CC=C5)NC(=O)OC(C)(C)C)O)O)OC(=O)C6=CC=CC=C6)(CO4)OC(=O)C)OC)C)OC. Drug 2: C1CC(=O)NC(=O)C1N2C(=O)C3=CC=CC=C3C2=O. Cell line: NCI-H522. Synergy scores: CSS=30.8, Synergy_ZIP=-1.53, Synergy_Bliss=-2.50, Synergy_Loewe=-52.9, Synergy_HSA=-2.97. (6) Drug 1: CNC(=O)C1=NC=CC(=C1)OC2=CC=C(C=C2)NC(=O)NC3=CC(=C(C=C3)Cl)C(F)(F)F. Drug 2: CCC1(CC2CC(C3=C(CCN(C2)C1)C4=CC=CC=C4N3)(C5=C(C=C6C(=C5)C78CCN9C7C(C=CC9)(C(C(C8N6C)(C(=O)OC)O)OC(=O)C)CC)OC)C(=O)OC)O.OS(=O)(=O)O. Cell line: SK-OV-3. Synergy scores: CSS=-0.533, Synergy_ZIP=3.38, Synergy_Bliss=6.72, Synergy_Loewe=-0.541, Synergy_HSA=0.226. (7) Drug 1: CC1C(C(CC(O1)OC2CC(OC(C2O)C)OC3=CC4=CC5=C(C(=O)C(C(C5)C(C(=O)C(C(C)O)O)OC)OC6CC(C(C(O6)C)O)OC7CC(C(C(O7)C)O)OC8CC(C(C(O8)C)O)(C)O)C(=C4C(=C3C)O)O)O)O. Drug 2: C1=NNC2=C1C(=O)NC=N2. Cell line: COLO 205. Synergy scores: CSS=49.5, Synergy_ZIP=1.01, Synergy_Bliss=0.111, Synergy_Loewe=-40.3, Synergy_HSA=-2.62.